Predict which catalyst facilitates the given reaction. From a dataset of Catalyst prediction with 721,799 reactions and 888 catalyst types from USPTO. (1) Reactant: [C:1]([O:7][CH2:8][CH3:9])(=[O:6])[CH2:2][C:3]([CH3:5])=[O:4].CO[CH:12](OC)[N:13]([CH3:15])[CH3:14]. Product: [CH3:12][N:13]([CH:15]=[C:2]([C:3]([CH3:5])=[O:4])[C:1]([O:7][CH2:8][CH3:9])=[O:6])[CH3:14]. The catalyst class is: 10. (2) Product: [CH3:33][C:31]1[N:32]=[C:20]2[N:19]=[C:18]([C:15]3[CH:14]=[CH:13][C:12]([C:8]4([NH2:7])[CH2:9][CH2:10][CH2:11]4)=[CH:17][CH:16]=3)[C:23]([C:24]3[CH:25]=[CH:26][CH:27]=[CH:28][CH:29]=3)=[CH:22][N:21]2[CH:30]=1. The catalyst class is: 12. Reactant: C(OC(=O)[NH:7][C:8]1([C:12]2[CH:17]=[CH:16][C:15]([C:18]3[C:23]([C:24]4[CH:29]=[CH:28][CH:27]=[CH:26][CH:25]=4)=[CH:22][N:21]4[CH:30]=[C:31]([CH3:33])[N:32]=[C:20]4[N:19]=3)=[CH:14][CH:13]=2)[CH2:11][CH2:10][CH2:9]1)(C)(C)C.Cl.